Task: Predict the product of the given reaction.. Dataset: Forward reaction prediction with 1.9M reactions from USPTO patents (1976-2016) (1) Given the reactants [OH:1][CH2:2][C:3]1([CH2:14][OH:15])[C:12](=[O:13])[C:11]2[C:6](=[CH:7][CH:8]=[CH:9][CH:10]=2)[S:5][CH2:4]1.I([O-])(=O)(=O)=[O:17].[Na+], predict the reaction product. The product is: [OH:15][CH2:14][C:3]1([CH2:2][OH:1])[C:12](=[O:13])[C:11]2[C:6](=[CH:7][CH:8]=[CH:9][CH:10]=2)[S:5](=[O:17])[CH2:4]1. (2) Given the reactants [C:1]([C:4]1[C:5](=[O:24])[NH:6][C:7]([C:17]2[CH:22]=[CH:21][CH:20]=[CH:19][C:18]=2[Cl:23])=[C:8]([C:10]2[CH:15]=[CH:14][C:13]([Cl:16])=[CH:12][CH:11]=2)[CH:9]=1)(=[O:3])[CH3:2].[CH:25](=O)[C:26]([CH3:29])([CH3:28])[CH3:27].N1CCCC1, predict the reaction product. The product is: [C:26]([CH:29]1[O:24][C:5]2=[N:6][C:7]([C:17]3[CH:22]=[CH:21][CH:20]=[CH:19][C:18]=3[Cl:23])=[C:8]([C:10]3[CH:15]=[CH:14][C:13]([Cl:16])=[CH:12][CH:11]=3)[CH:9]=[C:4]2[C:1](=[O:3])[CH2:2]1)([CH3:28])([CH3:27])[CH3:25].